The task is: Predict the reactants needed to synthesize the given product.. This data is from Full USPTO retrosynthesis dataset with 1.9M reactions from patents (1976-2016). (1) Given the product [CH2:31]([NH:38][C:11](=[O:13])[C:10]1[CH:14]=[C:15]([N+:18]([O-:20])=[O:19])[CH:16]=[CH:17][C:9]=1[NH:8][C@H:5]1[CH2:4][CH2:3][C@H:2]([OH:1])[CH2:7][CH2:6]1)[C:32]1[CH:37]=[CH:36][CH:35]=[CH:34][CH:33]=1, predict the reactants needed to synthesize it. The reactants are: [OH:1][C@H:2]1[CH2:7][CH2:6][C@H:5]([NH:8][C:9]2[CH:17]=[CH:16][C:15]([N+:18]([O-:20])=[O:19])=[CH:14][C:10]=2[C:11]([OH:13])=O)[CH2:4][CH2:3]1.ON1C2C=CC=CC=2N=N1.[CH2:31]([NH2:38])[C:32]1[CH:37]=[CH:36][CH:35]=[CH:34][CH:33]=1.Cl.CN(C)CCCN=C=NCC. (2) The reactants are: [CH:1]1[C:13]2[N:12]([C:14]3[CH:15]=[C:16]([C:20]4[O:21][C:22]([C:25]5[CH:30]=[CH:29][CH:28]=[C:27]([O:31]C)[CH:26]=5)=[N:23][N:24]=4)[CH:17]=[CH:18][CH:19]=3)[C:11]3[C:6](=[CH:7][CH:8]=[CH:9][CH:10]=3)[C:5]=2[CH:4]=[CH:3][CH:2]=1.B(Br)(Br)Br.C(=O)=O.CC(C)=O. Given the product [CH:10]1[C:11]2[N:12]([C:14]3[CH:15]=[C:16]([C:20]4[O:21][C:22]([C:25]5[CH:26]=[C:27]([OH:31])[CH:28]=[CH:29][CH:30]=5)=[N:23][N:24]=4)[CH:17]=[CH:18][CH:19]=3)[C:13]3[C:5](=[CH:4][CH:3]=[CH:2][CH:1]=3)[C:6]=2[CH:7]=[CH:8][CH:9]=1, predict the reactants needed to synthesize it.